Dataset: Catalyst prediction with 721,799 reactions and 888 catalyst types from USPTO. Task: Predict which catalyst facilitates the given reaction. (1) Reactant: Br[C:2]1[CH:7]=[CH:6][C:5]([CH2:8][C:9]([C:12]2[N:13]([S:23]([N:26]([CH3:28])[CH3:27])(=[O:25])=[O:24])[CH:14]=[C:15]([CH2:17][C:18]([CH3:22])([CH3:21])[CH2:19][CH3:20])[N:16]=2)([OH:11])[CH3:10])=[CH:4][CH:3]=1.C(=O)([O-])[O-].[Na+].[Na+].CC1(C)C(C)(C)OB([C:43]2[CH:44]=[N:45][NH:46][CH:47]=2)O1.O. Product: [CH3:21][C:18]([CH3:22])([CH2:19][CH3:20])[CH2:17][C:15]1[N:16]=[C:12]([C:9]([OH:11])([CH3:10])[CH2:8][C:5]2[CH:6]=[CH:7][C:2]([C:43]3[CH:44]=[N:45][NH:46][CH:47]=3)=[CH:3][CH:4]=2)[N:13]([S:23]([N:26]([CH3:28])[CH3:27])(=[O:25])=[O:24])[CH:14]=1. The catalyst class is: 35. (2) Reactant: [Br:1][C:2]1[CH:7]=[CH:6][C:5]([OH:8])=[CH:4][C:3]=1[O:9][CH3:10].[C:11]1(B(O)O)[CH:16]=[CH:15][CH:14]=[CH:13][CH:12]=1. Product: [Br:1][C:2]1[CH:7]=[CH:6][C:5]([O:8][C:11]2[CH:16]=[CH:15][CH:14]=[CH:13][CH:12]=2)=[CH:4][C:3]=1[O:9][CH3:10]. The catalyst class is: 2. (3) Reactant: [C:1]([C:4]1[CH:9]=[CH:8][C:7](/[C:10](/[C:27]2[CH:32]=[CH:31][C:30]([C:33]([F:36])([F:35])[F:34])=[CH:29][CH:28]=2)=[CH:11]\[CH:12]=[CH:13]\[C:14]([NH:16][C:17]2[CH:26]=[CH:25][CH:24]=[C:23]3[C:18]=2[CH:19]=[CH:20][N:21]=[CH:22]3)=[O:15])=[CH:6][CH:5]=1)(=O)[CH3:2].Cl.[NH2:38][OH:39].N1C=CC=CC=1.O. Product: [OH:39]/[N:38]=[C:1](/[C:4]1[CH:5]=[CH:6][C:7](/[C:10](/[C:27]2[CH:32]=[CH:31][C:30]([C:33]([F:34])([F:35])[F:36])=[CH:29][CH:28]=2)=[CH:11]\[CH:12]=[CH:13]\[C:14]([NH:16][C:17]2[CH:26]=[CH:25][CH:24]=[C:23]3[C:18]=2[CH:19]=[CH:20][N:21]=[CH:22]3)=[O:15])=[CH:8][CH:9]=1)\[CH3:2]. The catalyst class is: 8.